Dataset: Forward reaction prediction with 1.9M reactions from USPTO patents (1976-2016). Task: Predict the product of the given reaction. Given the reactants [C:1]([O:5][C@@H:6]([C:12]1[C:13]([CH3:34])=[N:14][C:15]([CH3:33])=[C:16]([C:26]2[CH:31]=[CH:30][C:29]([OH:32])=[CH:28][CH:27]=2)[C:17]=1[N:18]1[CH2:23][CH2:22][C:21]([CH3:25])([CH3:24])[CH2:20][CH2:19]1)[C:7]([O:9]CC)=[O:8])([CH3:4])([CH3:3])[CH3:2].[CH2:35]([O:42][C:43]1[CH:48]=[CH:47][C:46]([CH2:49][CH2:50]O)=[CH:45][CH:44]=1)[C:36]1[CH:41]=[CH:40][CH:39]=[CH:38][CH:37]=1.C1C=CC(P(C2C=CC=CC=2)C2C=CC=CC=2)=CC=1.CCOC(/N=N/C(OCC)=O)=O.[OH-].[Na+], predict the reaction product. The product is: [CH2:35]([O:42][C:43]1[CH:44]=[CH:45][C:46]([CH2:49][CH2:50][O:32][C:29]2[CH:28]=[CH:27][C:26]([C:16]3[C:17]([N:18]4[CH2:19][CH2:20][C:21]([CH3:25])([CH3:24])[CH2:22][CH2:23]4)=[C:12]([C@H:6]([O:5][C:1]([CH3:2])([CH3:3])[CH3:4])[C:7]([OH:9])=[O:8])[C:13]([CH3:34])=[N:14][C:15]=3[CH3:33])=[CH:31][CH:30]=2)=[CH:47][CH:48]=1)[C:36]1[CH:37]=[CH:38][CH:39]=[CH:40][CH:41]=1.